This data is from Full USPTO retrosynthesis dataset with 1.9M reactions from patents (1976-2016). The task is: Predict the reactants needed to synthesize the given product. (1) Given the product [CH2:5]([O:12][C:13]([N:14]1[CH2:18][C:19]2[C:16](=[CH:17][CH:3]=[C:2]([CH2:1][OH:4])[CH:20]=2)[CH2:15]1)=[O:21])[C:6]1[CH:11]=[CH:10][CH:9]=[CH:8][CH:7]=1, predict the reactants needed to synthesize it. The reactants are: [CH2:1]([OH:4])[C:2]#[CH:3].[CH2:5]([O:12][C:13](=[O:21])[N:14]([CH2:18][C:19]#[CH:20])[CH2:15][C:16]#[CH:17])[C:6]1[CH:11]=[CH:10][CH:9]=[CH:8][CH:7]=1.C(Cl)Cl. (2) Given the product [Br:1][C:2]1[CH:15]=[CH:14][C:5]([C:6]([NH:8][CH2:9][Si:10]([CH3:13])([CH3:12])[CH3:11])=[S:26])=[CH:4][C:3]=1[CH3:16], predict the reactants needed to synthesize it. The reactants are: [Br:1][C:2]1[CH:15]=[CH:14][C:5]([C:6]([NH:8][CH2:9][Si:10]([CH3:13])([CH3:12])[CH3:11])=O)=[CH:4][C:3]=1[CH3:16].COC1C=CC(P2(SP(C3C=CC(OC)=CC=3)(=S)S2)=[S:26])=CC=1. (3) Given the product [C:8]([C:10]1[CH:11]=[C:12]([CH:35]=[CH:36][CH:37]=1)[C:13]([NH:15][C:16]1[CH:28]=[C:27]([C:29]2[CH:30]=[CH:31][CH:32]=[CH:33][CH:34]=2)[CH:26]=[CH:25][C:17]=1[C:18]([OH:20])=[O:19])=[O:14])#[N:9], predict the reactants needed to synthesize it. The reactants are: FC(F)(F)C(O)=O.[C:8]([C:10]1[CH:11]=[C:12]([CH:35]=[CH:36][CH:37]=1)[C:13]([NH:15][C:16]1[CH:28]=[C:27]([C:29]2[CH:34]=[CH:33][CH:32]=[CH:31][CH:30]=2)[CH:26]=[CH:25][C:17]=1[C:18]([O:20]C(C)(C)C)=[O:19])=[O:14])#[N:9]. (4) Given the product [C:8]([C:5]1[N:4]=[CH:3][C:2]([OH:11])=[CH:7][CH:6]=1)#[N:9], predict the reactants needed to synthesize it. The reactants are: N[C:2]1[CH:3]=[N:4][C:5]([C:8]#[N:9])=[CH:6][CH:7]=1.N([O-])=[O:11].[Na+].